The task is: Predict the reactants needed to synthesize the given product.. This data is from Retrosynthesis with 50K atom-mapped reactions and 10 reaction types from USPTO. (1) Given the product COC(=O)c1c(Cc2ccc(S(=O)(=O)NCC(O)CO)cc2)c(=O)c2ccc(Cl)cc2n1-c1ccccc1, predict the reactants needed to synthesize it. The reactants are: COC(=O)C(=O)N(c1ccccc1)c1cc(Cl)ccc1C(=O)CCc1ccc(S(=O)(=O)NCC(O)CO)cc1. (2) The reactants are: COC1(c2cc(O)cc(F)c2)CCOCC1.FC(F)(F)c1cccc2cc(CBr)ccc12. Given the product COC1(c2cc(F)cc(OCc3ccc4c(C(F)(F)F)cccc4c3)c2)CCOCC1, predict the reactants needed to synthesize it. (3) Given the product CC(C)n1nccc1C1=C(CO)CCOC1, predict the reactants needed to synthesize it. The reactants are: CCOC(=O)C1=C(c2ccnn2C(C)C)COCC1. (4) Given the product O=C(NCc1cccs1)c1nc2c(C(F)(F)F)cc(-c3ccc[nH]3)cn2c1Cl, predict the reactants needed to synthesize it. The reactants are: CC(C)(C)OC(=O)n1cccc1-c1cc(C(F)(F)F)c2nc(C(=O)NCc3cccs3)c(Cl)n2c1. (5) Given the product OCc1cc2cc(-c3ccccc3)ccc2[nH]1, predict the reactants needed to synthesize it. The reactants are: CCOC(=O)c1cc2cc(-c3ccccc3)ccc2[nH]1.